This data is from NCI-60 drug combinations with 297,098 pairs across 59 cell lines. The task is: Regression. Given two drug SMILES strings and cell line genomic features, predict the synergy score measuring deviation from expected non-interaction effect. Drug 1: CC1=C(C=C(C=C1)NC2=NC=CC(=N2)N(C)C3=CC4=NN(C(=C4C=C3)C)C)S(=O)(=O)N.Cl. Drug 2: CC1=C(N=C(N=C1N)C(CC(=O)N)NCC(C(=O)N)N)C(=O)NC(C(C2=CN=CN2)OC3C(C(C(C(O3)CO)O)O)OC4C(C(C(C(O4)CO)O)OC(=O)N)O)C(=O)NC(C)C(C(C)C(=O)NC(C(C)O)C(=O)NCCC5=NC(=CS5)C6=NC(=CS6)C(=O)NCCC[S+](C)C)O. Cell line: PC-3. Synergy scores: CSS=-0.871, Synergy_ZIP=-1.36, Synergy_Bliss=-3.47, Synergy_Loewe=-11.6, Synergy_HSA=-2.28.